The task is: Predict the reactants needed to synthesize the given product.. This data is from Full USPTO retrosynthesis dataset with 1.9M reactions from patents (1976-2016). Given the product [CH3:1][O:2][C:3]([NH:5][C@H:6]([C:11]([N:13]1[C@@H:17]([CH3:18])[CH2:16][CH2:15][C@H:14]1[C:19]1[NH:20][C:21]([C:24]2[CH:29]=[C:28]3[CH2:30][O:31][C:32]4[CH:57]=[C:56]5[C:35]([CH:36]=[CH:37][C:38]6[N:42]=[C:41]([C@@H:43]7[CH2:47][CH2:46][C@H:45]([CH3:48])[N:44]7[C:49]([O:51][C:52]([CH3:53])([CH3:54])[CH3:55])=[O:50])[NH:40][C:39]=65)=[CH:34][C:33]=4[C:27]3=[CH:26][CH:25]=2)=[CH:22][N:23]=1)=[O:12])[C@H:7]([CH2:9][CH3:10])[CH3:8])=[O:4], predict the reactants needed to synthesize it. The reactants are: [CH3:1][O:2][C:3]([NH:5][C@H:6]([C:11]([N:13]1[C@@H:17]([CH3:18])[CH2:16][CH2:15][C@H:14]1[C:19]1[NH:20][C:21]([C:24]2[CH:29]=[C:28]3[CH2:30][O:31][C:32]4[CH:57]=[C:56]5[C:35]([CH2:36][CH2:37][C:38]6[N:42]=[C:41]([C@@H:43]7[CH2:47][CH2:46][C@H:45]([CH3:48])[N:44]7[C:49]([O:51][C:52]([CH3:55])([CH3:54])[CH3:53])=[O:50])[NH:40][C:39]=65)=[CH:34][C:33]=4[C:27]3=[CH:26][CH:25]=2)=[CH:22][N:23]=1)=[O:12])[C@H:7]([CH2:9][CH3:10])[CH3:8])=[O:4].